Predict the product of the given reaction. From a dataset of Forward reaction prediction with 1.9M reactions from USPTO patents (1976-2016). (1) Given the reactants [CH3:1][O:2][C:3](=[O:11])[C:4]1[CH:9]=[CH:8][CH:7]=[C:6]([CH3:10])[CH:5]=1.[CH2:12](O)[CH3:13].O.C(=O)([O-])[O-].[Na+].[Na+], predict the reaction product. The product is: [CH3:1][O:2][C:3]([C:4]1[CH:9]=[CH:8][C:7]([C:3]2[C:4]([CH3:9])=[CH:5][CH:6]=[CH:7][C:12]=2[CH3:13])=[C:6]([CH3:10])[CH:5]=1)=[O:11]. (2) Given the reactants [C:1]([O:5][C:6](=[O:25])[NH:7][CH:8]1[CH2:11][C:10]2([CH2:14][C:13](=[C:15]3[C:23]4[C:18](=[CH:19][CH:20]=[CH:21][CH:22]=4)[C:17](=O)[O:16]3)[CH2:12]2)[CH2:9]1)([CH3:4])([CH3:3])[CH3:2].[NH2:26][NH2:27], predict the reaction product. The product is: [O:16]=[C:17]1[C:18]2[C:23](=[CH:22][CH:21]=[CH:20][CH:19]=2)[C:15]([CH:13]2[CH2:14][C:10]3([CH2:11][CH:8]([NH:7][C:6](=[O:25])[O:5][C:1]([CH3:4])([CH3:3])[CH3:2])[CH2:9]3)[CH2:12]2)=[N:27][NH:26]1. (3) Given the reactants [O:1]1[CH2:6][CH:5]=[C:4]([C:7]2[C:8]([O:13][C:14]3[CH:20]=[CH:19][C:17]([NH2:18])=[CH:16][CH:15]=3)=[N:9][CH:10]=[CH:11][N:12]=2)[CH2:3][CH2:2]1.CC1C=C2N=C3C(=NC(NC3=O)=O)N(C[C@H](O)[C@H](O)[C@H](O)CO)C2=CC=1C, predict the reaction product. The product is: [O:1]1[CH2:2][CH2:3][CH:4]([C:7]2[C:8]([O:13][C:14]3[CH:20]=[CH:19][C:17]([NH2:18])=[CH:16][CH:15]=3)=[N:9][CH:10]=[CH:11][N:12]=2)[CH2:5][CH2:6]1. (4) Given the reactants C(O[BH-](OC(=O)C)OC(=O)C)(=O)C.[Na+].[O:15]([CH2:22][C:23]1[CH:31]=[C:26]2[CH:27]=[N:28][CH2:29][CH2:30][N:25]2[N:24]=1)[C:16]1[CH:21]=[CH:20][CH:19]=[CH:18][CH:17]=1.[F:32][C:33]1[CH:41]=[CH:40][C:36]([C:37](Cl)=[O:38])=[CH:35][CH:34]=1, predict the reaction product. The product is: [F:32][C:33]1[CH:41]=[CH:40][C:36]([C:37]([N:28]2[CH2:29][CH2:30][N:25]3[N:24]=[C:23]([CH2:22][O:15][C:16]4[CH:17]=[CH:18][CH:19]=[CH:20][CH:21]=4)[CH:31]=[C:26]3[CH2:27]2)=[O:38])=[CH:35][CH:34]=1. (5) Given the reactants CO[C:3]([C:5]1[N:6]([CH3:20])[C:7]([C:10]2[S:18][C:17]3[C:12](=[N:13][CH:14]=[CH:15][C:16]=3[Cl:19])[CH:11]=2)=[CH:8][N:9]=1)=[O:4].[CH3:21][NH2:22], predict the reaction product. The product is: [CH3:21][NH:22][C:3]([C:5]1[N:6]([CH3:20])[C:7]([C:10]2[S:18][C:17]3[C:12](=[N:13][CH:14]=[CH:15][C:16]=3[Cl:19])[CH:11]=2)=[CH:8][N:9]=1)=[O:4]. (6) Given the reactants [CH3:1][N:2]([CH3:28])[C:3]1[N:8]=[CH:7][C:6]([C:9]2[C:10]([CH3:26])=[N:11][N:12]3[C:17]([N:18]([CH2:22][CH2:23][CH3:24])[CH2:19][CH2:20][CH3:21])=[CH:16][C:15]([CH3:25])=[N:14][C:13]=23)=[C:5]([CH3:27])[CH:4]=1.[ClH:29], predict the reaction product. The product is: [ClH:29].[CH3:28][N:2]([CH3:1])[C:3]1[N:8]=[CH:7][C:6]([C:9]2[C:10]([CH3:26])=[N:11][N:12]3[C:17]([N:18]([CH2:19][CH2:20][CH3:21])[CH2:22][CH2:23][CH3:24])=[CH:16][C:15]([CH3:25])=[N:14][C:13]=23)=[C:5]([CH3:27])[CH:4]=1. (7) Given the reactants [CH:1](=[O:7])[CH2:2][CH2:3][CH2:4][CH:5]=[CH2:6].[CH2:8]([Mg]Br)[CH3:9].CCCCCC.[Mn]([O-])(=O)(=O)=O.[K+], predict the reaction product. The product is: [CH3:8][CH2:9][CH:1]([OH:7])[CH2:2][CH2:3][CH2:4][CH:5]=[CH2:6]. (8) Given the reactants [OH:1][C@@H:2]([CH3:35])[CH2:3][NH:4][C:5]1[N:10]=[C:9]([C:11]2[CH:12]=[N:13][CH:14]=[CH:15][CH:16]=2)[N:8]=[C:7]([C:17]2[C:18]([C:25]3[CH:30]=[C:29]([CH2:31]C)[CH:28]=[C:27]([O:33]C)[CH:26]=3)=[N:19][N:20]([CH2:22][C:23]#[N:24])[CH:21]=2)[CH:6]=1.B(F)(F)F.CSC, predict the reaction product. The product is: [OH:1][C@@H:2]([CH3:35])[CH2:3][NH:4][C:5]1[N:10]=[C:9]([C:11]2[CH:12]=[N:13][CH:14]=[CH:15][CH:16]=2)[N:8]=[C:7]([C:17]2[C:18]([C:25]3[CH:30]=[C:29]([CH3:31])[CH:28]=[C:27]([OH:33])[CH:26]=3)=[N:19][N:20]([CH2:22][C:23]#[N:24])[CH:21]=2)[CH:6]=1. (9) Given the reactants [Br:1][C:2]1[CH:10]=[C:6]([C:7]([OH:9])=O)[C:5]([OH:11])=[CH:4][CH:3]=1.[NH2:12][C:13]1[O:14][C:15]([C:23]2[O:24][CH:25]=[CH:26][CH:27]=2)=[C:16]([C:18]2[O:19][CH:20]=[CH:21][CH:22]=2)[N:17]=1, predict the reaction product. The product is: [Br:1][C:2]1[CH:3]=[CH:4][C:5]([OH:11])=[C:6]([CH:10]=1)[C:7]([NH:12][C:13]1[O:14][C:15]([C:23]2[O:24][CH:25]=[CH:26][CH:27]=2)=[C:16]([C:18]2[O:19][CH:20]=[CH:21][CH:22]=2)[N:17]=1)=[O:9]. (10) Given the reactants S(Cl)([Cl:3])=O.[NH2:5][C@:6]([CH3:12])([CH2:10][CH3:11])[C:7]([OH:9])=[O:8].[CH3:13]O, predict the reaction product. The product is: [ClH:3].[CH3:13][O:8][C:7](=[O:9])[C@@:6]([NH2:5])([CH3:12])[CH2:10][CH3:11].